Task: Regression/Classification. Given a drug SMILES string, predict its absorption, distribution, metabolism, or excretion properties. Task type varies by dataset: regression for continuous measurements (e.g., permeability, clearance, half-life) or binary classification for categorical outcomes (e.g., BBB penetration, CYP inhibition). Dataset: cyp2d6_veith.. Dataset: CYP2D6 inhibition data for predicting drug metabolism from PubChem BioAssay (1) The drug is C[NH+](C)CCOC(c1ccccc1)c1ccccc1.Cn1c2nc(Cl)nc-2c([O-])n(C)c1=O. The result is 1 (inhibitor). (2) The molecule is CNC[C@H](O)c1ccc(O)c(OC)c1. The result is 0 (non-inhibitor).